Dataset: Drug-target binding data from BindingDB using Ki measurements. Task: Regression. Given a target protein amino acid sequence and a drug SMILES string, predict the binding affinity score between them. We predict pKi (pKi = -log10(Ki in M); higher means stronger inhibition). Dataset: bindingdb_ki. (1) The small molecule is C[N+]1(C)CCC(OC(=O)C(c2ccccc2)c2ccccc2)CC1. The target protein sequence is YETVEMVFIATVTGSLSLVTVVGNILVMLSIKVNRQLQTVNNYFLFSLACADLIIGAFSMNLYTVYIIKGYWPLGAVVCDLWLALDYVVSNASVMNLLIISFDRYFCVTKPLTYPARRTTKMAGLMIAAAWVLSFVLWAPAILFWQFVVGKRTVPDNQCFIQFLSNPAVTFGTAIAAFYLPVVIMTVLYVHISLASRSRVHKHRPEGPKEKKAKPLAFLKSPLMKQSVKKPPPGEAAARGELRNGKLEEAPPPVLPPPPRPVADKDTSNESSSGSATQNTKERPPTELSTTEATTPAAPAPPLQPRTLNPASKWSKIQIVTKQTGNECVTAIEIVPATPAGMRPAANVARKFASIARNQVRKKRQMAARERKVTRTIFAILLAFILTWTPYNVMVLVNTFCQSCIPDTVWSIGYWLCYVNSTINPACYALCNATFKKTFRHLLLCQYRNIGTAR. The pKi is 8.7. (2) The drug is O=Cc1cncc(Br)c1. The target protein sequence is MINQLQNYFKNIIATKDWHCKNHVSFSNNKNGGIWPEHCVKNTWGSEFPNDLNTKRIKKVFFKGTDQYYDSYSGFYDDCIKKKQTGLQLYLKNNSINTLFITGLALDFCVKETILDAINLGFRVYLITDATRSITSTPELIIQELKKLNVLTCFSKDIFDSQSKLNI. The pKi is 5.9. (3) The drug is CCOC(=O)CCC(=O)N(Cc1ccccn1)c1ccc2c(c1)OC(C)(COc1ccc(C(=N)N)cc1)CN2C. The target protein (P00734) has sequence MAHVRGLQLPGCLALAALCSLVHSQHVFLAPQQARSLLQRVRRANTFLEEVRKGNLERECVEETCSYEEAFEALESSTATDVFWAKYTACETARTPRDKLAACLEGNCAEGLGTNYRGHVNITRSGIECQLWRSRYPHKPEINSTTHPGADLQENFCRNPDSSTTGPWCYTTDPTVRRQECSIPVCGQDQVTVAMTPRSEGSSVNLSPPLEQCVPDRGQQYQGRLAVTTHGLPCLAWASAQAKALSKHQDFNSAVQLVENFCRNPDGDEEGVWCYVAGKPGDFGYCDLNYCEEAVEEETGDGLDEDSDRAIEGRTATSEYQTFFNPRTFGSGEADCGLRPLFEKKSLEDKTERELLESYIDGRIVEGSDAEIGMSPWQVMLFRKSPQELLCGASLISDRWVLTAAHCLLYPPWDKNFTENDLLVRIGKHSRTRYERNIEKISMLEKIYIHPRYNWRENLDRDIALMKLKKPVAFSDYIHPVCLPDRETAASLLQAGYKGR.... The pKi is 7.6. (4) The small molecule is Fc1ccc(C(OCCN2CCN(C/C=C/c3ccccc3)CC2)c2ccc(F)cc2)cc1. The target is MLLARMKPQVQPELGGADQ. The pKi is 7.9. (5) The drug is Nc1ncnc2c1ncn2[C@@H]1O[C@H](CNCC#Cc2nc3c(N)ncnc3n2[C@@H]2O[C@H](CO)C(O)[C@@H]2O)C(O)[C@@H]1O. The target protein (Q5HH78) has sequence MRYTILTKGDSKSNALKHKMMNYMKDFRMIEDSENPEIVISVGGDGTLLQAFHQYSHMLSKVAFVGVHTGHLGFYADWLPHEVEKLIIEINNSEFQVIEYPLLEIIMRYNDNGYETRYLALNEATMKTENGSTLVVDVNLRGKHFERFRGDGLCVSTPSGSTAYNKALGGALIHPSLEAMQITEIASINNRVFRTVGSPLVLPKHHTCLISPVNHDTIRMTIDHVSIKHKNVNSIQYRVANEKVRFARFRPFPFWKRVHDSFISSDEER. The pKi is 5.3.